This data is from Reaction yield outcomes from USPTO patents with 853,638 reactions. The task is: Predict the reaction yield, written as a fraction of the theoretical maximum amount of product (1.0 means a 100% yield; for example, 0.34 means a 34% yield). (1) The reactants are [CH:1](NC(C)C)(C)[CH3:2].[Li]CCCC.[C:13]12([CH2:23][C:24]#[N:25])[CH2:22][CH:17]3[CH2:18][CH:19]([CH2:21][CH:15]([CH2:16]3)[CH2:14]1)[CH2:20]2.C(I)C.[NH4+].[Cl-]. The catalyst is C1COCC1. The product is [C:13]12([CH:23]([CH2:1][CH3:2])[C:24]#[N:25])[CH2:20][CH:19]3[CH2:18][CH:17]([CH2:16][CH:15]([CH2:21]3)[CH2:14]1)[CH2:22]2. The yield is 0.970. (2) The reactants are C([O:3][CH:4](OCC)[C:5]1[O:13][C:12]2[C:11]([C:14]#[C:15][C:16]3[CH:17]=[C:18]([CH3:22])[CH:19]=[CH:20][CH:21]=3)=[CH:10][N:9]=[CH:8][C:7]=2[CH:6]=1)C.Cl.C(=O)(O)[O-].[Na+]. The catalyst is O1CCCC1. The product is [C:18]1([CH3:22])[CH:19]=[CH:20][CH:21]=[C:16]([C:15]#[C:14][C:11]2[C:12]3[O:13][C:5]([CH:4]=[O:3])=[CH:6][C:7]=3[CH:8]=[N:9][CH:10]=2)[CH:17]=1. The yield is 0.840. (3) The reactants are Cl[CH2:2][C:3]1[N:7]=[C:6]([C:8]2[CH:13]=[C:12]([CH3:14])[CH:11]=[CH:10][C:9]=2[Cl:15])[O:5][N:4]=1.C(=O)([O-])[O-].[K+].[K+].[CH2:22]([O:24][C:25]([N:27]1[CH2:32][CH2:31][NH:30][CH2:29][CH2:28]1)=[O:26])[CH3:23]. The catalyst is C(#N)C. The product is [CH2:22]([O:24][C:25]([N:27]1[CH2:28][CH2:29][N:30]([CH2:2][C:3]2[N:7]=[C:6]([C:8]3[CH:13]=[C:12]([CH3:14])[CH:11]=[CH:10][C:9]=3[Cl:15])[O:5][N:4]=2)[CH2:31][CH2:32]1)=[O:26])[CH3:23]. The yield is 0.440. (4) The reactants are [CH3:1][N:2]1[CH2:7][CH:6]=[C:5]([C:8]2[C:16]3[C:11](=[CH:12][CH:13]=[C:14]([NH:17][C:18]([NH2:20])=[S:19])[CH:15]=3)[NH:10][CH:9]=2)[CH2:4][CH2:3]1.I[CH2:22][CH3:23]. The catalyst is CC(C)=O. The product is [CH3:1][N:2]1[CH2:3][CH:4]=[C:5]([C:8]2[C:16]3[C:11](=[CH:12][CH:13]=[C:14]([NH:17][C:18]([S:19][CH2:22][CH3:23])=[NH:20])[CH:15]=3)[NH:10][CH:9]=2)[CH2:6][CH2:7]1. The yield is 0.250. (5) The reactants are Br[C:2]1[C:3]([NH2:22])=[N:4][CH:5]=[C:6]([C:8]2[CH:13]=[CH:12][C:11]([O:14][Si:15]([C:18]([CH3:21])([CH3:20])[CH3:19])([CH3:17])[CH3:16])=[CH:10][CH:9]=2)[N:7]=1.[C:23]1(/[CH:29]=[CH:30]/B(O)O)[CH:28]=[CH:27][CH:26]=[CH:25][CH:24]=1.C([O-])([O-])=O.[Na+].[Na+].O. The catalyst is C1(C)C=CC=CC=1.C(O)C.Cl[Pd](Cl)([P](C1C=CC=CC=1)(C1C=CC=CC=1)C1C=CC=CC=1)[P](C1C=CC=CC=1)(C1C=CC=CC=1)C1C=CC=CC=1. The product is [Si:15]([O:14][C:11]1[CH:12]=[CH:13][C:8]([C:6]2[N:7]=[C:2](/[CH:30]=[CH:29]/[C:23]3[CH:28]=[CH:27][CH:26]=[CH:25][CH:24]=3)[C:3]([NH2:22])=[N:4][CH:5]=2)=[CH:9][CH:10]=1)([C:18]([CH3:21])([CH3:20])[CH3:19])([CH3:17])[CH3:16]. The yield is 0.940. (6) The reactants are Cl.C([SiH2][O:7][C:8](C1C=CC=CC=1)(C1C=CC=CC=1)[C:9]1[N:10]=[CH:11][C:12]2[N:13]([C:15]([C:19]3[C:20](=[O:34])[NH:21][C:22](=[O:33])[C:23]=3[C:24]3[C:32]4[C:27](=[CH:28][CH:29]=[CH:30][CH:31]=4)[NH:26][CH:25]=3)=[C:16]([CH3:18])[N:17]=2)[CH:14]=1)(C)(C)C. The catalyst is O1CCOCC1. The product is [OH:7][CH2:8][C:9]1[N:10]=[CH:11][C:12]2[N:13]([C:15]([C:19]3[C:20](=[O:34])[NH:21][C:22](=[O:33])[C:23]=3[C:24]3[C:32]4[C:27](=[CH:28][CH:29]=[CH:30][CH:31]=4)[NH:26][CH:25]=3)=[C:16]([CH3:18])[N:17]=2)[CH:14]=1. The yield is 0.680. (7) The reactants are Br[C:2]1[CH:7]=[CH:6][C:5]([C:8]2[CH:13]=[C:12]([C:14]3[CH:19]=[CH:18][CH:17]=[CH:16][N:15]=3)[N:11]=[C:10]([C:20]3[CH:25]=[CH:24][CH:23]=[C:22]([N:26]4[C:34]5[CH:33]=[CH:32][CH:31]=[CH:30][C:29]=5[C:28]5[CH:35]=[N:36][CH:37]=[CH:38][C:27]4=5)[N:21]=3)[CH:9]=2)=[CH:4][CH:3]=1.[CH:39]1[C:48]2[C:43](=[CH:44][CH:45]=[CH:46][CH:47]=2)[CH:42]=[CH:41][C:40]=1B(O)O.C(=O)([O-])[O-].[K+].[K+].C1(C)C=CC=CC=1. The catalyst is C(Cl)(Cl)Cl.C1C=CC([P]([Pd]([P](C2C=CC=CC=2)(C2C=CC=CC=2)C2C=CC=CC=2)([P](C2C=CC=CC=2)(C2C=CC=CC=2)C2C=CC=CC=2)[P](C2C=CC=CC=2)(C2C=CC=CC=2)C2C=CC=CC=2)(C2C=CC=CC=2)C2C=CC=CC=2)=CC=1.C(O)C. The product is [CH:47]1[C:48]2[C:43](=[CH:42][CH:41]=[CH:40][CH:39]=2)[CH:44]=[CH:45][C:46]=1[C:2]1[CH:7]=[CH:6][C:5]([C:8]2[CH:13]=[C:12]([C:14]3[CH:19]=[CH:18][CH:17]=[CH:16][N:15]=3)[N:11]=[C:10]([C:20]3[CH:25]=[CH:24][CH:23]=[C:22]([N:26]4[C:34]5[CH:33]=[CH:32][CH:31]=[CH:30][C:29]=5[C:28]5[CH:35]=[N:36][CH:37]=[CH:38][C:27]4=5)[N:21]=3)[CH:9]=2)=[CH:4][CH:3]=1. The yield is 0.690.